This data is from Forward reaction prediction with 1.9M reactions from USPTO patents (1976-2016). The task is: Predict the product of the given reaction. (1) Given the reactants [C:1]([O:4][C@@H:5]1[C@@H:10]([O:11][C:12](=[O:14])[CH3:13])[C@H:9]([O:15][C:16](=[O:18])[CH3:17])[C@@H:8]([CH2:19][O:20][C:21](=[O:23])[CH3:22])[O:7][C@H:6]1[C:24]1[CH:29]=[C:28]([CH2:30][C:31]2[S:32][C:33]3[CH:39]=[CH:38][CH:37]=[CH:36][C:34]=3[CH:35]=2)[CH:27]=[CH:26][C:25]=1[OH:40])(=[O:3])[CH3:2].C(=O)([O-])[O-].[K+].[K+].[CH:47]1(Br)[CH2:51][CH2:50][CH2:49][CH2:48]1.[I-].[K+], predict the reaction product. The product is: [C:1]([O:4][C@@H:5]1[C@@H:10]([O:11][C:12](=[O:14])[CH3:13])[C@H:9]([O:15][C:16](=[O:18])[CH3:17])[C@@H:8]([CH2:19][O:20][C:21](=[O:23])[CH3:22])[O:7][C@H:6]1[C:24]1[CH:29]=[C:28]([CH2:30][C:31]2[S:32][C:33]3[CH:39]=[CH:38][CH:37]=[CH:36][C:34]=3[CH:35]=2)[CH:27]=[CH:26][C:25]=1[O:40][CH:47]1[CH2:51][CH2:50][CH2:49][CH2:48]1)(=[O:3])[CH3:2]. (2) Given the reactants C(OC([N:8]1[CH2:20][CH2:19][C:18]2[C:17]3[C:12](=[CH:13][CH:14]=[CH:15][CH:16]=3)[N:11]([CH2:21][C:22]([O:24][CH3:25])=[O:23])[C:10]=2[CH2:9]1)=O)(C)(C)C.[ClH:26], predict the reaction product. The product is: [ClH:26].[CH3:25][O:24][C:22]([CH2:21][N:11]1[C:12]2[C:17](=[CH:16][CH:15]=[CH:14][CH:13]=2)[C:18]2[CH2:19][CH2:20][NH:8][CH2:9][C:10]1=2)=[O:23]. (3) The product is: [CH2:35]([C@H:26]1[CH2:27][N:28]([CH:31]2[CH2:32][O:33][CH2:34]2)[CH2:29][CH2:30][N:25]1[C:22]1[CH:23]=[CH:24][C:19]([NH:18][C:16]2[C:15](=[O:37])[N:14]([CH3:38])[CH:13]=[C:12]([C:11]3[CH:10]=[CH:9][N:8]=[C:7]([N:39]4[CH2:51][CH2:50][N:42]5[C:43]6[CH2:44][CH2:45][CH2:46][CH2:47][C:48]=6[CH:49]=[C:41]5[C:40]4=[O:52])[C:6]=3[CH2:5][OH:4])[CH:17]=2)=[N:20][CH:21]=1)[CH3:36]. Given the reactants C([O:4][CH2:5][C:6]1[C:7]([N:39]2[CH2:51][CH2:50][N:42]3[C:43]4[CH2:44][CH2:45][CH2:46][CH2:47][C:48]=4[CH:49]=[C:41]3[C:40]2=[O:52])=[N:8][CH:9]=[CH:10][C:11]=1[C:12]1[CH:17]=[C:16]([NH:18][C:19]2[CH:24]=[CH:23][C:22]([N:25]3[CH2:30][CH2:29][N:28]([CH:31]4[CH2:34][O:33][CH2:32]4)[CH2:27][C@@H:26]3[CH2:35][CH3:36])=[CH:21][N:20]=2)[C:15](=[O:37])[N:14]([CH3:38])[CH:13]=1)(=O)C.[Li+].[OH-], predict the reaction product. (4) Given the reactants [N:1]1[CH:6]=[CH:5][N:4]=[CH:3][C:2]=1[NH:7][C@@H:8]1[CH2:13][CH2:12][CH2:11][C@H:10]([NH:14]C(=O)OCC2C=CC=CC=2)[CH2:9]1, predict the reaction product. The product is: [N:1]1[CH:6]=[CH:5][N:4]=[CH:3][C:2]=1[NH:7][C@@H:8]1[CH2:13][CH2:12][CH2:11][C@H:10]([NH2:14])[CH2:9]1.